From a dataset of Peptide-MHC class I binding affinity with 185,985 pairs from IEDB/IMGT. Regression. Given a peptide amino acid sequence and an MHC pseudo amino acid sequence, predict their binding affinity value. This is MHC class I binding data. (1) The peptide sequence is VDICFWSTL. The MHC is HLA-A24:02 with pseudo-sequence HLA-A24:02. The binding affinity (normalized) is 0.202. (2) The MHC is HLA-A02:01 with pseudo-sequence HLA-A02:01. The peptide sequence is RVSENTGMGM. The binding affinity (normalized) is 0.386. (3) The peptide sequence is SPTEMVDVSM. The MHC is HLA-B53:01 with pseudo-sequence HLA-B53:01. The binding affinity (normalized) is 0.300. (4) The peptide sequence is VGICKAAM. The MHC is H-2-Kb with pseudo-sequence H-2-Kb. The binding affinity (normalized) is 0.326. (5) The peptide sequence is EFIRIIRPDY. The MHC is HLA-A31:01 with pseudo-sequence HLA-A31:01. The binding affinity (normalized) is 0.120. (6) The peptide sequence is YSSHELWHF. The MHC is HLA-B15:17 with pseudo-sequence HLA-B15:17. The binding affinity (normalized) is 0.851. (7) The peptide sequence is KYFVRSTEK. The MHC is HLA-A02:06 with pseudo-sequence HLA-A02:06. The binding affinity (normalized) is 0.0847.